Dataset: Full USPTO retrosynthesis dataset with 1.9M reactions from patents (1976-2016). Task: Predict the reactants needed to synthesize the given product. (1) The reactants are: [NH2:1][C:2]1[CH2:8][C:7]([C:9]([O:11][CH2:12][CH3:13])=[O:10])=[CH:6][C:5]2[CH:14]=[C:15](Br)[CH:16]=[CH:17][C:4]=2[N:3]=1.[CH3:19][N:20]([CH3:33])[S:21]([C:24]1[CH:29]=[CH:28][C:27](B(O)O)=[CH:26][CH:25]=1)(=[O:23])=[O:22].C(=O)([O-])[O-].[Cs+].[Cs+]. Given the product [NH2:1][C:2]1[CH2:8][C:7]([C:9]([O:11][CH2:12][CH3:13])=[O:10])=[CH:6][C:5]2[CH:14]=[C:15]([C:27]3[CH:26]=[CH:25][C:24]([S:21]([N:20]([CH3:33])[CH3:19])(=[O:22])=[O:23])=[CH:29][CH:28]=3)[CH:16]=[CH:17][C:4]=2[N:3]=1, predict the reactants needed to synthesize it. (2) Given the product [CH3:50][C:51]([CH3:66])([CH3:65])[C@H:52]([NH:56][C:57]([O:59][CH2:60][CH2:61][CH2:62][CH:63]=[CH2:64])=[O:58])[C:53]([N:30]1[CH2:31][C@:27]([O:26][CH3:25])([C:36]2[CH:41]=[CH:40][C:39]([C:42]3[CH:47]=[CH:46][CH:45]=[CH:44][C:43]=3[CH:48]=[CH2:49])=[CH:38][CH:37]=2)[CH2:28][C@H:29]1[C:32]([O:34][CH3:35])=[O:33])=[O:54], predict the reactants needed to synthesize it. The reactants are: CN(C(ON1N=NC2C=CC=NC1=2)=[N+](C)C)C.F[P-](F)(F)(F)(F)F.[CH3:25][O:26][C@:27]1([C:36]2[CH:41]=[CH:40][C:39]([C:42]3[CH:47]=[CH:46][CH:45]=[CH:44][C:43]=3[CH:48]=[CH2:49])=[CH:38][CH:37]=2)[CH2:31][NH:30][C@H:29]([C:32]([O:34][CH3:35])=[O:33])[CH2:28]1.[CH3:50][C:51]([CH3:66])([CH3:65])[C@H:52]([NH:56][C:57]([O:59][CH2:60][CH2:61][CH2:62][CH:63]=[CH2:64])=[O:58])[C:53](O)=[O:54].CCN(C(C)C)C(C)C. (3) Given the product [CH3:17][O:1][C:4]1[C:13]([CH:14]=[O:15])=[CH:12][C:11]2[C:6](=[CH:7][CH:8]=[CH:9][CH:10]=2)[N:5]=1, predict the reactants needed to synthesize it. The reactants are: [OH-:1].[K+].Cl[C:4]1[C:13]([CH:14]=[O:15])=[CH:12][C:11]2[C:6](=[CH:7][CH:8]=[CH:9][CH:10]=2)[N:5]=1.O.[CH3:17]O. (4) Given the product [Br:8][C:20]1[C:15]([O:14][CH3:13])=[CH:16][C:17]([CH3:24])=[C:18]([C:21](=[O:23])[CH3:22])[CH:19]=1, predict the reactants needed to synthesize it. The reactants are: OOS([O-])=O.[K+].[Na+].[Br-:8].CC(C)=O.[CH3:13][O:14][C:15]1[CH:20]=[CH:19][C:18]([C:21](=[O:23])[CH3:22])=[C:17]([CH3:24])[CH:16]=1. (5) Given the product [F:12][C:2]([F:1])([F:13])[C:3]1[N:4]=[CH:5][C:6]([C:7]([NH:21][C:20]2[CH:22]=[CH:23][C:17]([O:16][CH2:14][CH3:15])=[CH:18][C:19]=2[N+:24]([O-:26])=[O:25])=[O:9])=[CH:10][CH:11]=1, predict the reactants needed to synthesize it. The reactants are: [F:1][C:2]([F:13])([F:12])[C:3]1[CH:11]=[CH:10][C:6]([C:7]([OH:9])=O)=[CH:5][N:4]=1.[CH2:14]([O:16][C:17]1[CH:23]=[CH:22][C:20]([NH2:21])=[C:19]([N+:24]([O-:26])=[O:25])[CH:18]=1)[CH3:15]. (6) Given the product [F:16][C:17]1[CH:22]=[CH:21][C:20]([CH2:23][CH2:24][CH2:25][C:1]#[CH:2])=[CH:19][CH:18]=1, predict the reactants needed to synthesize it. The reactants are: [C-:1]#[C-:2].[Na+].[Na+].CN(C)P(N(C)C)(N(C)C)=O.[F:16][C:17]1[CH:22]=[CH:21][C:20]([CH2:23][CH2:24][CH2:25]I)=[CH:19][CH:18]=1. (7) The reactants are: [CH3:1][O:2][C:3]1[CH:4]=[C:5]2[C:10](=[CH:11][CH:12]=1)[C:9]([CH2:13][C:14]1[CH:19]=[CH:18][C:17]([O:20][CH2:21][CH2:22][N:23]3[CH2:28][CH2:27][CH2:26][CH2:25][CH2:24]3)=[CH:16][CH:15]=1)=[C:8](OS(C(F)(F)F)(=O)=O)[CH:7]=[CH:6]2.[F:37][C:38]1[CH:43]=[CH:42][CH:41]=[C:40]([F:44])[C:39]=1B(O)O.P([O-])([O-])([O-])=O.[K+].[K+].[K+]. Given the product [F:37][C:38]1[CH:43]=[CH:42][CH:41]=[C:40]([F:44])[C:39]=1[C:8]1[CH:7]=[CH:6][C:5]2[C:10](=[CH:11][CH:12]=[C:3]([O:2][CH3:1])[CH:4]=2)[C:9]=1[CH2:13][C:14]1[CH:19]=[CH:18][C:17]([O:20][CH2:21][CH2:22][N:23]2[CH2:28][CH2:27][CH2:26][CH2:25][CH2:24]2)=[CH:16][CH:15]=1, predict the reactants needed to synthesize it. (8) Given the product [ClH:17].[NH:8]([CH:5]1[CH2:6][CH2:7][N:2]([CH3:1])[CH2:3][CH2:4]1)[NH2:9], predict the reactants needed to synthesize it. The reactants are: [CH3:1][N:2]1[CH2:7][CH2:6][CH:5]([NH:8][NH:9]C(OC(C)(C)C)=O)[CH2:4][CH2:3]1.[ClH:17].CCOC(C)=O. (9) Given the product [CH2:24]([O:26][C@@H:27]([CH2:33][C:34]1[CH:35]=[CH:36][C:37]([O:22][CH2:21]/[CH:20]=[C:19](/[C:16]2[CH:15]=[CH:14][C:13]([C:9]3[CH:8]=[C:7]([C:1]4[CH:2]=[CH:3][CH:4]=[CH:5][CH:6]=4)[CH:12]=[CH:11][CH:10]=3)=[CH:18][CH:17]=2)\[CH3:23])=[CH:38][CH:39]=1)[C:28]([O:30][CH2:31][CH3:32])=[O:29])[CH3:25], predict the reactants needed to synthesize it. The reactants are: [C:1]1([C:7]2[CH:12]=[CH:11][CH:10]=[C:9]([C:13]3[CH:18]=[CH:17][C:16](/[C:19](/[CH3:23])=[CH:20]/[CH2:21][OH:22])=[CH:15][CH:14]=3)[CH:8]=2)[CH:6]=[CH:5][CH:4]=[CH:3][CH:2]=1.[CH2:24]([O:26][C@@H:27]([CH2:33][C:34]1[CH:39]=[CH:38][C:37](O)=[CH:36][CH:35]=1)[C:28]([O:30][CH2:31][CH3:32])=[O:29])[CH3:25].